This data is from Catalyst prediction with 721,799 reactions and 888 catalyst types from USPTO. The task is: Predict which catalyst facilitates the given reaction. (1) Reactant: [Cl:1][C:2]1[C:7]([C:8]#[N:9])=[C:6]([CH:10]2[O:14][C:13](=[O:15])[NH:12][CH2:11]2)[C:5]([O:16][CH2:17][CH3:18])=[C:4]([CH:19](O)[CH3:20])[CH:3]=1.CN(C)C=O.S(Cl)([Cl:29])=O. Product: [Cl:1][C:2]1[C:7]([C:8]#[N:9])=[C:6]([CH:10]2[O:14][C:13](=[O:15])[NH:12][CH2:11]2)[C:5]([O:16][CH2:17][CH3:18])=[C:4]([CH:19]([Cl:29])[CH3:20])[CH:3]=1. The catalyst class is: 2. (2) Reactant: Cl[C:2]1[N:3]=[CH:4][C:5]2[CH2:11][N:10]([C:12]([C:14]3[CH:15]=[N:16][CH:17]=[CH:18][CH:19]=3)=[O:13])[CH2:9][CH2:8][C:6]=2[N:7]=1.[CH3:20][O:21][C:22]1[CH:23]=[C:24]([CH:26]=[CH:27][C:28]=1OC)[NH2:25].C[CH2:32][O:33]C(C)=O. Product: [CH3:32][O:33][C:27]1[CH:26]=[C:24]([NH:25][C:2]2[N:3]=[CH:4][C:5]3[CH2:11][N:10]([C:12]([C:14]4[CH:15]=[N:16][CH:17]=[CH:18][CH:19]=4)=[O:13])[CH2:9][CH2:8][C:6]=3[N:7]=2)[CH:23]=[C:22]([O:21][CH3:20])[CH:28]=1. The catalyst class is: 32. (3) Reactant: [CH2:1]([O:8][C:9]1[C:10]([CH2:20][CH:21]=[O:22])=[CH:11][C:12]([Cl:19])=[C:13]2[C:18]=1[N:17]=[CH:16][CH:15]=[CH:14]2)[C:2]1[CH:7]=[CH:6][CH:5]=[CH:4][CH:3]=1.[N:23]1([CH2:29][C:30]2[CH:35]=[CH:34][C:33]([Mg]Br)=[CH:32][CH:31]=2)[CH2:28][CH2:27][O:26][CH2:25][CH2:24]1. Product: [CH2:1]([O:8][C:9]1[C:10]([CH2:20][CH:21]([C:33]2[CH:32]=[CH:31][C:30]([CH2:29][N:23]3[CH2:28][CH2:27][O:26][CH2:25][CH2:24]3)=[CH:35][CH:34]=2)[OH:22])=[CH:11][C:12]([Cl:19])=[C:13]2[C:18]=1[N:17]=[CH:16][CH:15]=[CH:14]2)[C:2]1[CH:7]=[CH:6][CH:5]=[CH:4][CH:3]=1. The catalyst class is: 7.